The task is: Predict the product of the given reaction.. This data is from Forward reaction prediction with 1.9M reactions from USPTO patents (1976-2016). (1) Given the reactants [C:1]([O-:8])(=[O:7])[CH2:2][CH2:3][C:4]([O-:6])=[O:5].[Na+:9].[Na+].C(O)(=O)CCC(O)=O.[S:19](=[O:23])(=[O:22])([OH:21])[OH:20].C(O)C.C([O-])(=O)CCC([O-])=O.[Na+].[Na+], predict the reaction product. The product is: [C:1]([OH:8])(=[O:7])[CH2:2][CH2:3][C:4]([OH:6])=[O:5].[S:19]([O-:23])([O-:22])(=[O:21])=[O:20].[Na+:9].[Na+:9]. (2) Given the reactants [CH3:1][C:2]1[CH:7]=[C:6]([C:8](=[O:30])[CH2:9][C@@H:10]([C:23]2[CH:28]=[CH:27][CH:26]=[CH:25][C:24]=2[CH3:29])[C:11]2[CH:16]=[CH:15][C:14]([C:17]#[C:18][Si](C)(C)C)=[CH:13][CH:12]=2)[CH:5]=[CH:4][N:3]=1.C(=O)([O-])[O-].[K+].[K+].[Cl-].[NH4+].C(OCC)(=O)C, predict the reaction product. The product is: [C:17]([C:14]1[CH:13]=[CH:12][C:11]([C@H:10]([C:23]2[CH:28]=[CH:27][CH:26]=[CH:25][C:24]=2[CH3:29])[CH2:9][C:8]([C:6]2[CH:5]=[CH:4][N:3]=[C:2]([CH3:1])[CH:7]=2)=[O:30])=[CH:16][CH:15]=1)#[CH:18]. (3) Given the reactants [F:1][C:2]1[CH:3]=[CH:4][C:5]([O:10][CH3:11])=[C:6]([CH:9]=1)[CH:7]=O.[C:12]([CH:17]=P(C1C=CC=CC=1)(C1C=CC=CC=1)C1C=CC=CC=1)([O:14][CH2:15][CH3:16])=[O:13], predict the reaction product. The product is: [CH2:15]([O:14][C:12](=[O:13])[CH:17]=[CH:7][C:6]1[CH:9]=[C:2]([F:1])[CH:3]=[CH:4][C:5]=1[O:10][CH3:11])[CH3:16]. (4) Given the reactants C(OC([N:8]1[CH2:13][CH2:12][CH:11]([CH2:14][N:15]2[CH2:21][CH2:20][CH2:19][C@H:18]([N:22]([CH2:29][C:30]3[CH:35]=[C:34]([C:36]([F:39])([F:38])[F:37])[CH:33]=[C:32]([C:40]([F:43])([F:42])[F:41])[CH:31]=3)[C:23]3[N:24]=[N:25][N:26]([CH3:28])[N:27]=3)[C:17]3[CH:44]=[C:45]([CH3:52])[C:46]([C:48]([F:51])([F:50])[F:49])=[CH:47][C:16]2=3)[CH2:10][CH2:9]1)=O)(C)(C)C.FC(F)(F)C(O)=O, predict the reaction product. The product is: [F:39][C:36]([F:37])([F:38])[C:34]1[CH:35]=[C:30]([CH:31]=[C:32]([C:40]([F:41])([F:42])[F:43])[CH:33]=1)[CH2:29][N:22]([C@H:18]1[CH2:19][CH2:20][CH2:21][N:15]([CH2:14][CH:11]2[CH2:10][CH2:9][NH:8][CH2:13][CH2:12]2)[C:16]2[CH:47]=[C:46]([C:48]([F:49])([F:50])[F:51])[C:45]([CH3:52])=[CH:44][C:17]1=2)[C:23]1[N:24]=[N:25][N:26]([CH3:28])[N:27]=1.